From a dataset of Forward reaction prediction with 1.9M reactions from USPTO patents (1976-2016). Predict the product of the given reaction. (1) Given the reactants [NH2:1][CH:2]1[CH2:7][CH2:6][N:5]([CH2:8][C:9]2[CH:14]=[CH:13][CH:12]=[CH:11][CH:10]=2)[CH2:4][CH2:3]1.[CH2:15]([O:17][P:18]([CH2:23][CH2:24]Br)(=[O:22])[O:19][CH2:20][CH3:21])[CH3:16], predict the reaction product. The product is: [CH2:15]([O:17][P:18]([CH2:23][CH2:24][NH:1][CH:2]1[CH2:7][CH2:6][N:5]([CH2:8][C:9]2[CH:14]=[CH:13][CH:12]=[CH:11][CH:10]=2)[CH2:4][CH2:3]1)(=[O:22])[O:19][CH2:20][CH3:21])[CH3:16]. (2) Given the reactants [CH3:1][C:2]1([CH3:34])[O:6][C@H:5]([C:7]([N:9]2[CH2:14][CH2:13][C:12]([C:15]3[C:20]([F:21])=[CH:19][C:18]([N:22]4[CH2:26][C@H:25]([CH2:27][O:28]C(=O)C)[O:24][C:23]4=[O:32])=[CH:17][C:16]=3[F:33])=[CH:11][CH2:10]2)=[O:8])[CH2:4][O:3]1.C(=O)([O-])[O-].[K+].[K+].C(O)(=O)C.C(=O)(O)[O-].[Na+], predict the reaction product. The product is: [CH3:1][C:2]1([CH3:34])[O:6][C@H:5]([C:7]([N:9]2[CH2:14][CH2:13][C:12]([C:15]3[C:16]([F:33])=[CH:17][C:18]([N:22]4[CH2:26][C@H:25]([CH2:27][OH:28])[O:24][C:23]4=[O:32])=[CH:19][C:20]=3[F:21])=[CH:11][CH2:10]2)=[O:8])[CH2:4][O:3]1. (3) Given the reactants Br[C:2]1[CH:3]=[N:4][N:5]([C:7]2([CH2:18][CH2:19][F:20])[CH2:10][N:9]([C:11]([O:13][C:14]([CH3:17])([CH3:16])[CH3:15])=[O:12])[CH2:8]2)[CH:6]=1.[B:21]1([B:21]2[O:25][C:24]([CH3:27])([CH3:26])[C:23]([CH3:29])([CH3:28])[O:22]2)[O:25][C:24]([CH3:27])([CH3:26])[C:23]([CH3:29])([CH3:28])[O:22]1.C([O-])(=O)C.[K+].ClCCl, predict the reaction product. The product is: [F:20][CH2:19][CH2:18][C:7]1([N:5]2[CH:6]=[C:2]([B:21]3[O:25][C:24]([CH3:27])([CH3:26])[C:23]([CH3:29])([CH3:28])[O:22]3)[CH:3]=[N:4]2)[CH2:10][N:9]([C:11]([O:13][C:14]([CH3:17])([CH3:16])[CH3:15])=[O:12])[CH2:8]1. (4) The product is: [C:13]([Si:17]([O:18][C:19]1[CH:24]=[CH:23][CH:22]=[C:21]([C:25]([C:3]2[CH:8]=[CH:7][C:6]([O:9][CH3:10])=[C:5]([CH3:11])[CH:4]=2)=[CH2:26])[CH:20]=1)([CH3:29])[CH3:28])([CH3:16])([CH3:15])[CH3:14]. Given the reactants [Mg].Br[C:3]1[CH:8]=[CH:7][C:6]([O:9][CH3:10])=[C:5]([CH3:11])[CH:4]=1.[Br-].[C:13]([Si:17]([CH3:29])([CH3:28])[O:18][C:19]1[CH:20]=[C:21]([C:25](=O)[CH3:26])[CH:22]=[CH:23][CH:24]=1)([CH3:16])([CH3:15])[CH3:14], predict the reaction product. (5) Given the reactants Cl[C:2]1[CH:3]=[C:4]([C:9]23[CH2:18][CH2:17][CH2:16][CH2:15][CH:14]2OCN(C)[CH2:10]3)[CH:5]=[CH:6][C:7]=1Cl.[H-].C([Al+]CC(C)C)C(C)C.CC[O:32]C(C)=O.Cl.[C:37]1(C)C=C[CH:40]=[CH:39][CH:38]=1, predict the reaction product. The product is: [CH:3]1[C:2]2[C:7](=[CH:37][CH:38]=[CH:39][CH:40]=2)[CH:6]=[CH:5][C:4]=1[C:9]1([CH:10]=[O:32])[CH2:18][CH2:17][CH2:16][CH2:15][CH2:14]1. (6) Given the reactants Br[C:2]1[CH:7]=[CH:6][CH:5]=[CH:4][C:3]=1[CH2:8][C:9]([OH:11])=[O:10].[N+:12]([C:15]1[CH:21]=[C:20]([O:22][CH2:23][CH3:24])[CH:19]=[CH:18][C:16]=1[NH2:17])([O-:14])=[O:13], predict the reaction product. The product is: [N+:12]([C:15]1[CH:21]=[C:20]([O:22][CH2:23][CH3:24])[CH:19]=[CH:18][C:16]=1[NH:17][C:2]1[CH:7]=[CH:6][CH:5]=[CH:4][C:3]=1[CH2:8][C:9]([OH:11])=[O:10])([O-:14])=[O:13].